The task is: Predict the reactants needed to synthesize the given product.. This data is from Full USPTO retrosynthesis dataset with 1.9M reactions from patents (1976-2016). (1) Given the product [I:11][C:8]1[CH:9]=[C:10]2[C:5](=[CH:6][CH:7]=1)[NH:4][CH:3]=[C:2]2[CH2:13][C:14]([N:16]([CH3:17])[CH3:18])=[O:15], predict the reactants needed to synthesize it. The reactants are: O[C:2]1([CH2:13][C:14]([N:16]([CH3:18])[CH3:17])=[O:15])[C:10]2[C:5](=[CH:6][CH:7]=[C:8]([I:11])[CH:9]=2)[NH:4][C:3]1=O.B(F)(F)F.CCOCC. (2) The reactants are: Br[C:2]1[CH:3]=[C:4]([C:9]2[O:10][C:11]([CH:14]([CH3:16])[CH3:15])=[N:12][N:13]=2)[C:5]([NH2:8])=[N:6][CH:7]=1.C([O-])([O-])=O.[K+].[K+].[NH:23]1[C:31]2[C:26](=[CH:27][C:28](B(O)O)=[CH:29][CH:30]=2)[CH:25]=[CH:24]1. Given the product [NH:23]1[C:31]2[C:26](=[CH:27][C:28]([C:2]3[CH:3]=[C:4]([C:9]4[O:10][C:11]([CH:14]([CH3:16])[CH3:15])=[N:12][N:13]=4)[C:5]([NH2:8])=[N:6][CH:7]=3)=[CH:29][CH:30]=2)[CH:25]=[CH:24]1, predict the reactants needed to synthesize it. (3) Given the product [C:31]1([CH:30]([C:37]2[CH:38]=[CH:39][CH:40]=[CH:41][CH:42]=2)[CH2:29][NH:28][C:9]2[N:8]=[C:7]([N:4]3[CH2:5][CH2:6][C@@H:2]([NH:1][S:44]([CH3:43])(=[O:46])=[O:45])[CH2:3]3)[N:15]=[C:14]3[C:10]=2[N:11]=[CH:12][N:13]3[C@@H:16]2[CH2:20][C@H:19]([NH:21][C:22](=[O:25])[CH2:23][CH3:24])[C@@H:18]([OH:26])[C@H:17]2[OH:27])[CH:32]=[CH:33][CH:34]=[CH:35][CH:36]=1, predict the reactants needed to synthesize it. The reactants are: [NH2:1][C@@H:2]1[CH2:6][CH2:5][N:4]([C:7]2[N:15]=[C:14]3[C:10]([N:11]=[CH:12][N:13]3[C@@H:16]3[CH2:20][C@H:19]([NH:21][C:22](=[O:25])[CH2:23][CH3:24])[C@@H:18]([OH:26])[C@H:17]3[OH:27])=[C:9]([NH:28][CH2:29][CH:30]([C:37]3[CH:42]=[CH:41][CH:40]=[CH:39][CH:38]=3)[C:31]3[CH:36]=[CH:35][CH:34]=[CH:33][CH:32]=3)[N:8]=2)[CH2:3]1.[CH3:43][S:44](Cl)(=[O:46])=[O:45]. (4) Given the product [CH3:11][C:8]([C:6]1[CH:5]=[CH:4][CH:3]=[C:2]([B:17]2[O:18][CH2:19][CH2:21][N:37]([C:31]3[CH:36]=[CH:35][CH:34]=[CH:33][CH:32]=3)[CH2:25][CH2:23][O:22]2)[N:7]=1)([CH3:12])[C:9]#[N:10], predict the reactants needed to synthesize it. The reactants are: Br[C:2]1[N:7]=[C:6]([C:8]([CH3:12])([CH3:11])[C:9]#[N:10])[CH:5]=[CH:4][CH:3]=1.C(O[B:17]([O:22][CH:23]([CH3:25])C)[O:18][CH:19]([CH3:21])C)(C)C.[Li]CCCC.[C:31]1([N:37](CCO)CCO)[CH:36]=[CH:35][CH:34]=[CH:33][CH:32]=1. (5) Given the product [CH2:1]([NH:8][C:44](=[O:45])[C:43]1[CH:47]=[CH:48][C:40]([N:35]2[C:19]3[N:20]=[C:21]([N:23]4[CH2:24][CH2:25][N:26]([C:29]5[CH:30]=[CH:31][CH:32]=[CH:33][CH:34]=5)[CH2:27][CH2:28]4)[N:22]=[C:17]([CH3:16])[C:18]=3[CH:38]=[CH:37][C:36]2=[O:39])=[CH:41][CH:42]=1)[C:2]1[CH:7]=[CH:6][CH:5]=[CH:4][CH:3]=1, predict the reactants needed to synthesize it. The reactants are: [CH2:1]([NH2:8])[C:2]1[CH:7]=[CH:6][CH:5]=[CH:4][CH:3]=1.C(N(CC)CC)C.[CH3:16][C:17]1[C:18]2[CH:38]=[CH:37][C:36](=[O:39])[N:35]([C:40]3[CH:48]=[CH:47][C:43]([C:44](Cl)=[O:45])=[CH:42][CH:41]=3)[C:19]=2[N:20]=[C:21]([N:23]2[CH2:28][CH2:27][N:26]([C:29]3[CH:34]=[CH:33][CH:32]=[CH:31][CH:30]=3)[CH2:25][CH2:24]2)[N:22]=1. (6) Given the product [CH2:18]([O:20][CH:21]([O:24][CH2:25][CH3:26])[CH2:22][O:1][C:2]1[C:9]([O:10][CH3:11])=[CH:8][CH:7]=[CH:6][C:3]=1[CH:4]=[O:5])[CH3:19], predict the reactants needed to synthesize it. The reactants are: [OH:1][C:2]1[C:9]([O:10][CH3:11])=[CH:8][CH:7]=[CH:6][C:3]=1[CH:4]=[O:5].C([O-])([O-])=O.[K+].[K+].[CH2:18]([O:20][CH:21]([O:24][CH2:25][CH3:26])[CH2:22]Br)[CH3:19]. (7) The reactants are: [OH:1][CH2:2][CH2:3][NH:4][C:5]([C:7]1(N)NC(C)=C[S:8]1)=[O:6].CC(O[Si](C)(C)C)=N[Si](C)(C)C.C1N=CN([C:31]([N:33]2[CH:37]=[N:36][CH:35]=[CH:34]2)=[O:32])C=1.[CH:38]1([NH:44][CH:45]2[CH2:50][CH2:49][CH2:48][CH2:47][CH2:46]2)[CH2:43][CH2:42][CH2:41][CH2:40][CH2:39]1. Given the product [OH:1][CH2:2][CH2:3][NH:4][C:5]([C:7]1[S:8][C:37]([NH:33][C:31]([N:44]([CH:38]2[CH2:39][CH2:40][CH2:41][CH2:42][CH2:43]2)[CH:45]2[CH2:46][CH2:47][CH2:48][CH2:49][CH2:50]2)=[O:32])=[N:36][C:35]=1[CH3:34])=[O:6], predict the reactants needed to synthesize it. (8) Given the product [C:3]1([CH2:9][O:10][C:11]2[CH:20]=[CH:19][C:18]([C:21]([N:23]3[CH2:24][CH2:25][CH2:26][CH2:27][CH2:28]3)=[O:22])=[CH:17][C:12]=2[C:13]([OH:15])=[O:14])[CH:4]=[CH:5][CH:6]=[CH:7][CH:8]=1, predict the reactants needed to synthesize it. The reactants are: [Li+].[OH-].[C:3]1([CH2:9][O:10][C:11]2[CH:20]=[CH:19][C:18]([C:21]([N:23]3[CH2:28][CH2:27][CH2:26][CH2:25][CH2:24]3)=[O:22])=[CH:17][C:12]=2[C:13]([O:15]C)=[O:14])[CH:8]=[CH:7][CH:6]=[CH:5][CH:4]=1.Cl.